Dataset: Forward reaction prediction with 1.9M reactions from USPTO patents (1976-2016). Task: Predict the product of the given reaction. (1) Given the reactants C(OC([NH:8][CH2:9][C@H:10]1[CH2:15][CH2:14][C@H:13]([C:16]([NH:18][C@@H:19]([CH2:35][C:36]2[CH:41]=[CH:40][C:39]([C:42]3[CH:47]=[CH:46][C:45]([C:48](=[O:54])[NH:49][CH:50]4[CH2:53][CH2:52][CH2:51]4)=[CH:44][C:43]=3[CH3:55])=[CH:38][CH:37]=2)[C:20]([NH:22][C:23]2[CH:31]=[C:30]3[C:26]([CH:27]=[C:28]([C:32]([OH:34])=[O:33])[NH:29]3)=[CH:25][CH:24]=2)=[O:21])=[O:17])[CH2:12][CH2:11]1)=O)(C)(C)C.[ClH:56], predict the reaction product. The product is: [ClH:56].[NH2:8][CH2:9][C@H:10]1[CH2:15][CH2:14][C@H:13]([C:16]([NH:18][C@@H:19]([CH2:35][C:36]2[CH:37]=[CH:38][C:39]([C:42]3[CH:47]=[CH:46][C:45]([C:48](=[O:54])[NH:49][CH:50]4[CH2:53][CH2:52][CH2:51]4)=[CH:44][C:43]=3[CH3:55])=[CH:40][CH:41]=2)[C:20]([NH:22][C:23]2[CH:31]=[C:30]3[C:26]([CH:27]=[C:28]([C:32]([OH:34])=[O:33])[NH:29]3)=[CH:25][CH:24]=2)=[O:21])=[O:17])[CH2:12][CH2:11]1. (2) Given the reactants [NH2:1][CH:2]1[C:11]2[CH:10]=[N:9][CH:8]=[C:7]([C:12]3[CH:13]=[C:14]4[C:19](=[CH:20][CH:21]=3)[N:18]([CH3:22])[C:17](=[O:23])[CH2:16][CH2:15]4)[C:6]=2[CH2:5][CH2:4][CH2:3]1.[C:24](O)(=[O:27])[CH2:25][CH3:26].CCN=C=NCCCN(C)C.OP([O-])(O)=O.[K+], predict the reaction product. The product is: [CH3:22][N:18]1[C:19]2[C:14](=[CH:13][C:12]([C:7]3[C:6]4[CH2:5][CH2:4][CH2:3][CH:2]([NH:1][C:24](=[O:27])[CH2:25][CH3:26])[C:11]=4[CH:10]=[N:9][CH:8]=3)=[CH:21][CH:20]=2)[CH2:15][CH2:16][C:17]1=[O:23]. (3) The product is: [C:29]([O:19][C:12]1[CH:13]=[C:14]2[C:18](=[C:10]([O:9][C:8]3[CH:20]=[CH:21][C:5]([S:2]([CH3:1])(=[O:3])=[O:4])=[CH:6][CH:7]=3)[CH:11]=1)[NH:17][N:16]=[CH:15]2)(=[O:34])[C:30]([CH3:33])([CH3:32])[CH3:31]. Given the reactants [CH3:1][S:2]([C:5]1[CH:21]=[CH:20][C:8]([O:9][C:10]2[CH:11]=[C:12]([OH:19])[CH:13]=[C:14]3[C:18]=2[NH:17][N:16]=[CH:15]3)=[CH:7][CH:6]=1)(=[O:4])=[O:3].C(N(CC)CC)C.[C:29](Cl)(=[O:34])[C:30]([CH3:33])([CH3:32])[CH3:31], predict the reaction product. (4) Given the reactants C([O-])([O-])=O.[K+].[K+].[Cl:7][C:8]1[N:13]=[C:12](Cl)[CH:11]=[CH:10][N:9]=1.[C:15]1(B(O)O)[CH:20]=[CH:19][CH:18]=[CH:17][CH:16]=1, predict the reaction product. The product is: [Cl:7][C:8]1[N:13]=[C:12]([C:15]2[CH:20]=[CH:19][CH:18]=[CH:17][CH:16]=2)[CH:11]=[CH:10][N:9]=1. (5) Given the reactants [CH:1]([N:14]1[CH2:17][C:16]([CH3:19])([OH:18])[CH2:15]1)([C:8]1[CH:13]=[CH:12][CH:11]=[CH:10][CH:9]=1)[C:2]1[CH:7]=[CH:6][CH:5]=[CH:4][CH:3]=1.[Br:20][C:21]1[CH:22]=[CH:23][C:24]([O:28][CH2:29][C:30]2[CH:35]=[CH:34][CH:33]=[C:32]([Cl:36])[CH:31]=2)=[C:25](O)[CH:26]=1.C(C=P(CCCC)(CCCC)CCCC)#N, predict the reaction product. The product is: [CH:1]([N:14]1[CH2:17][C:16]([O:18][C:23]2[CH:22]=[C:21]([Br:20])[CH:26]=[CH:25][C:24]=2[O:28][CH2:29][C:30]2[CH:35]=[CH:34][CH:33]=[C:32]([Cl:36])[CH:31]=2)([CH3:19])[CH2:15]1)([C:8]1[CH:13]=[CH:12][CH:11]=[CH:10][CH:9]=1)[C:2]1[CH:3]=[CH:4][CH:5]=[CH:6][CH:7]=1. (6) Given the reactants [C:1]1([CH2:7][CH2:8][SH:9])[CH:6]=[CH:5][CH:4]=[CH:3][CH:2]=1.Br[CH2:11][C:12]1[CH:13]=[C:14]([CH:19]=[CH:20][CH:21]=1)[C:15]([O:17][CH3:18])=[O:16].C([O-])([O-])=O.[Cs+].[Cs+], predict the reaction product. The product is: [CH2:8]([S:9][CH2:11][C:12]1[CH:13]=[C:14]([CH:19]=[CH:20][CH:21]=1)[C:15]([O:17][CH3:18])=[O:16])[CH2:7][C:1]1[CH:6]=[CH:5][CH:4]=[CH:3][CH:2]=1.